From a dataset of Forward reaction prediction with 1.9M reactions from USPTO patents (1976-2016). Predict the product of the given reaction. (1) Given the reactants [C:1]([NH:4][NH:5][C:6](=[O:8])[CH3:7])(=[O:3])[CH3:2].C(=O)([O-])[O-].[K+].[K+].[CH3:15][CH2:16][O:17][CH2:18][CH:19](Cl)Cl, predict the reaction product. The product is: [C:1]([N:4]1[N:5]([C:6](=[O:8])[CH3:7])[CH:19]=[CH:18][O:17][CH:16]=[CH:15]1)(=[O:3])[CH3:2]. (2) Given the reactants Cl.[N:2]([NH:5][C:6]1[CH:11]=[CH:10][CH:9]=[CH:8][CH:7]=1)=[N+:3]=[N-:4].B.N1C=CC=CC=1C, predict the reaction product. The product is: [N:2]([NH:5][C:6]1[CH:11]=[CH:10][CH:9]=[CH:8][CH:7]=1)=[N+:3]=[N-:4]. (3) Given the reactants C([O:3][C:4]([C:6]1[CH:7]=[C:8]2[C:13](=[CH:14][CH:15]=1)[CH2:12][N:11]([CH2:16][C:17]([N:19]1[CH2:24][CH2:23][N:22]([CH:25]3[CH2:28][CH2:27][CH2:26]3)[CH2:21][CH2:20]1)=[O:18])[CH2:10][CH2:9]2)=[O:5])C.[OH-].[Li+], predict the reaction product. The product is: [CH:25]1([N:22]2[CH2:21][CH2:20][N:19]([C:17](=[O:18])[CH2:16][N:11]3[CH2:10][CH2:9][C:8]4[C:13](=[CH:14][CH:15]=[C:6]([C:4]([OH:5])=[O:3])[CH:7]=4)[CH2:12]3)[CH2:24][CH2:23]2)[CH2:26][CH2:27][CH2:28]1. (4) Given the reactants C(NC(C)C)(C)C.C([Li])CCC.CCCCCC.[CH3:19][O:20][C:21](=[O:32])[CH2:22][CH:23]1[CH2:26][CH:25]([CH2:27][O:28][CH2:29][O:30][CH3:31])[CH2:24]1.[Cl:33][C:34]1[CH:35]=[C:36](/[C:46](=[N:48]/[S@:49]([C:51]([CH3:54])([CH3:53])[CH3:52])=[O:50])/[CH3:47])[CH:37]=[CH:38][C:39]=1[CH2:40][CH2:41][C:42]([CH3:45])([CH3:44])[CH3:43].C(O)(=O)CC(CC(O)=O)(C(O)=O)O, predict the reaction product. The product is: [CH3:19][O:20][C:21](=[O:32])[C@H:22]([CH:23]1[CH2:26][CH:25]([CH2:27][O:28][CH2:29][O:30][CH3:31])[CH2:24]1)[C:46]([C:36]1[CH:37]=[CH:38][C:39]([CH2:40][CH2:41][C:42]([CH3:45])([CH3:44])[CH3:43])=[C:34]([Cl:33])[CH:35]=1)([NH:48][S@:49]([C:51]([CH3:52])([CH3:54])[CH3:53])=[O:50])[CH3:47]. (5) Given the reactants [Cl:1][C:2]1[N:3]=[C:4]([N:13]2[CH2:18][CH2:17][O:16][CH2:15][CH2:14]2)[C:5]2[S:10][C:9]([CH:11]=O)=[CH:8][C:6]=2[N:7]=1.[CH3:19][C:20]1([CH3:30])[NH:25][CH2:24][CH2:23][N:22]([CH:26]2[CH2:29][O:28][CH2:27]2)[CH2:21]1.C(O[BH-](OC(=O)C)OC(=O)C)(=O)C.[Na+], predict the reaction product. The product is: [Cl:1][C:2]1[N:3]=[C:4]([N:13]2[CH2:18][CH2:17][O:16][CH2:15][CH2:14]2)[C:5]2[S:10][C:9]([CH2:11][N:25]3[CH2:24][CH2:23][N:22]([CH:26]4[CH2:29][O:28][CH2:27]4)[CH2:21][C:20]3([CH3:30])[CH3:19])=[CH:8][C:6]=2[N:7]=1. (6) The product is: [CH3:17][C:18]([CH3:21])([CH3:20])[CH2:19][CH:7]([C:6]1[CH:5]=[C:4]([C:9]2[CH:14]=[CH:13][CH:12]=[CH:11][CH:10]=2)[O:3][C:2]=1[CH3:1])[OH:8]. Given the reactants [CH3:1][C:2]1[O:3][C:4]([C:9]2[CH:14]=[CH:13][CH:12]=[CH:11][CH:10]=2)=[CH:5][C:6]=1[CH:7]=[O:8].Cl[Mg][CH2:17][C:18]([CH3:21])([CH3:20])[CH3:19].O1CCCC1.Cl.O, predict the reaction product.